From a dataset of CYP2C19 inhibition data for predicting drug metabolism from PubChem BioAssay. Regression/Classification. Given a drug SMILES string, predict its absorption, distribution, metabolism, or excretion properties. Task type varies by dataset: regression for continuous measurements (e.g., permeability, clearance, half-life) or binary classification for categorical outcomes (e.g., BBB penetration, CYP inhibition). Dataset: cyp2c19_veith. (1) The molecule is CCN1C(=O)[C@H]2CC[C@@H]3/C(=N\OCC(C)C)C[C@@H](O)[C@@H](O)[C@@H]3[C@@H]2C1=O. The result is 0 (non-inhibitor). (2) The molecule is Cc1nc2cnc(Nc3ccccc3)nc2n(Cc2cccs2)c1=O. The result is 0 (non-inhibitor). (3) The molecule is O=c1c(CCc2ccccc2)nc2cnc(N3CCOCC3)nc2n1Cc1ccc(F)cc1. The result is 0 (non-inhibitor). (4) The compound is CCCC(=O)Nc1ncnc2c1ncn2[C@@H]1O[C@H]2COP(=O)([O-])O[C@@H]2[C@@H]1OC(=O)CCC.O.[Na+]. The result is 0 (non-inhibitor). (5) The molecule is COc1ccc(N2CC(C(=O)Nc3cc(C)on3)CC2=O)cc1. The result is 0 (non-inhibitor). (6) The molecule is COc1cccc(Cn2c(=O)c(-c3ccccc3)nc3cnc(N4CCN(C)CC4)nc32)c1. The result is 0 (non-inhibitor). (7) The compound is Cc1noc(NS(=O)(=O)c2cccc3c(N(C)C)cccc23)c1C. The result is 0 (non-inhibitor).